From a dataset of Full USPTO retrosynthesis dataset with 1.9M reactions from patents (1976-2016). Predict the reactants needed to synthesize the given product. (1) Given the product [C:1]([O:5][C:6](=[O:15])[NH:7][C:8]1[CH:13]=[CH:12][CH:11]=[C:10]([O:14][C:23]2[CH:28]=[CH:27][C:26]([N+:29]([O-:31])=[O:30])=[CH:25][N:24]=2)[CH:9]=1)([CH3:4])([CH3:2])[CH3:3], predict the reactants needed to synthesize it. The reactants are: [C:1]([O:5][C:6](=[O:15])[NH:7][C:8]1[CH:13]=[CH:12][CH:11]=[C:10]([OH:14])[CH:9]=1)([CH3:4])([CH3:3])[CH3:2].C(=O)([O-])[O-].[K+].[K+].Cl[C:23]1[CH:28]=[CH:27][C:26]([N+:29]([O-:31])=[O:30])=[CH:25][N:24]=1.O. (2) Given the product [CH3:3][N:4]([N:6]=[N:7][C:8]1[CH:12]=[CH:11][S:10][C:9]=1[C:13]([NH2:2])=[O:15])[CH3:5], predict the reactants needed to synthesize it. The reactants are: [OH-].[NH4+:2].[CH3:3][N:4]([N:6]=[N:7][C:8]1[CH:12]=[CH:11][S:10][C:9]=1[C:13]([O:15]C)=O)[CH3:5].O.